Dataset: Catalyst prediction with 721,799 reactions and 888 catalyst types from USPTO. Task: Predict which catalyst facilitates the given reaction. (1) Reactant: Cl.[NH2:2][CH:3]([CH2:7][CH2:8][C:9]([F:12])([F:11])[F:10])[C:4]([OH:6])=[O:5].C([O-])([O-])=O.[K+].[K+].[CH3:19][C:20]([O:23][C:24](O[C:24]([O:23][C:20]([CH3:22])([CH3:21])[CH3:19])=[O:25])=[O:25])([CH3:22])[CH3:21]. Product: [C:20]([O:23][C:24]([NH:2][CH:3]([CH2:7][CH2:8][C:9]([F:10])([F:11])[F:12])[C:4]([OH:6])=[O:5])=[O:25])([CH3:22])([CH3:21])[CH3:19]. The catalyst class is: 20. (2) Reactant: C([O:5][CH2:6][CH:7]1[CH2:12][N:11]([CH2:13][CH2:14][C:15]2[CH:20]=[CH:19][C:18]([N+:21]([O-:23])=[O:22])=[CH:17][CH:16]=2)[CH2:10][CH2:9][N:8]1[CH2:24][CH2:25][C:26]1[CH:31]=[CH:30][C:29]([N+:32]([O-:34])=[O:33])=[CH:28][CH:27]=1)(C)(C)C.C(O)(C(F)(F)F)=O. Product: [N+:32]([C:29]1[CH:28]=[CH:27][C:26]([CH2:25][CH2:24][N:8]2[CH2:9][CH2:10][N:11]([CH2:13][CH2:14][C:15]3[CH:20]=[CH:19][C:18]([N+:21]([O-:23])=[O:22])=[CH:17][CH:16]=3)[CH2:12][CH:7]2[CH2:6][OH:5])=[CH:31][CH:30]=1)([O-:34])=[O:33]. The catalyst class is: 2. (3) Reactant: C(OC(=O)[NH:7][CH:8]1[CH2:13][CH2:12][N:11]([C:14]2[N:15]=[CH:16][C:17]3[CH:23]=[C:22]([C:24](=[O:53])[NH:25][C:26]4[CH:31]=[C:30]([C:32](=[O:51])[NH:33][CH:34]([C:45]5[CH:50]=[CH:49][CH:48]=[CH:47][CH:46]=5)[CH2:35][CH2:36][NH:37]C(OC(C)(C)C)=O)[CH:29]=[CH:28][C:27]=4[Cl:52])[C:21](=[O:54])[NH:20][C:18]=3[N:19]=2)[CH2:10][CH2:9]1)(C)(C)C.Cl. Product: [ClH:52].[NH2:37][CH2:36][CH2:35][CH:34]([NH:33][C:32]([C:30]1[CH:29]=[CH:28][C:27]([Cl:52])=[C:26]([NH:25][C:24]([C:22]2[C:21](=[O:54])[NH:20][C:18]3[N:19]=[C:14]([N:11]4[CH2:10][CH2:9][CH:8]([NH2:7])[CH2:13][CH2:12]4)[N:15]=[CH:16][C:17]=3[CH:23]=2)=[O:53])[CH:31]=1)=[O:51])[C:45]1[CH:46]=[CH:47][CH:48]=[CH:49][CH:50]=1. The catalyst class is: 12. (4) Reactant: [OH:1][C:2]1[C:11]2[C:6](=[CH:7][CH:8]=[CH:9][CH:10]=2)[N:5]([CH3:12])[C:4](=[O:13])[C:3]=1[C:14]([O:16]CC)=O.[CH3:19][O:20][C:21]1[CH:34]=[C:33]([O:35][CH3:36])[CH:32]=[CH:31][C:22]=1[CH2:23][NH:24][C:25]1[CH:30]=[CH:29][CH:28]=[CH:27][CH:26]=1.N#N.CCO. Product: [CH3:19][O:20][C:21]1[CH:34]=[C:33]([O:35][CH3:36])[CH:32]=[CH:31][C:22]=1[CH2:23][N:24]([C:25]1[CH:30]=[CH:29][CH:28]=[CH:27][CH:26]=1)[C:14]([C:3]1[C:4](=[O:13])[N:5]([CH3:12])[C:6]2[C:11]([C:2]=1[OH:1])=[CH:10][CH:9]=[CH:8][CH:7]=2)=[O:16]. The catalyst class is: 194. (5) Reactant: [CH3:1][N:2]([CH3:20])[CH2:3][CH2:4][CH2:5][O:6][C:7]1[CH:12]=[CH:11][C:10]([NH2:13])=[CH:9][C:8]=1[C:14]1[N:15]([CH3:19])[N:16]=[CH:17][CH:18]=1.[CH3:21][C:22]1[CH:27]=[CH:26][C:25]([N:28]=[C:29]=[O:30])=[CH:24][CH:23]=1. Product: [CH3:20][N:2]([CH3:1])[CH2:3][CH2:4][CH2:5][O:6][C:7]1[CH:12]=[CH:11][C:10]([NH:13][C:29]([NH:28][C:25]2[CH:26]=[CH:27][C:22]([CH3:21])=[CH:23][CH:24]=2)=[O:30])=[CH:9][C:8]=1[C:14]1[N:15]([CH3:19])[N:16]=[CH:17][CH:18]=1. The catalyst class is: 2. (6) Product: [Cl:22][C:20]1[CH:21]=[C:16]([NH:14][C:11]2[CH:10]=[CH:9][C:8]([CH2:7][N:5]3[CH2:6][CH:3]([O:2][CH3:1])[CH2:4]3)=[CH:13][N:12]=2)[C:17](=[O:24])[N:18]([CH3:23])[N:19]=1. Reactant: [CH3:1][O:2][CH:3]1[CH2:6][N:5]([CH2:7][C:8]2[CH:9]=[CH:10][C:11]([NH2:14])=[N:12][CH:13]=2)[CH2:4]1.Br[C:16]1[C:17](=[O:24])[N:18]([CH3:23])[N:19]=[C:20]([Cl:22])[CH:21]=1.CC1(C)C2C(=C(P(C3C=CC=CC=3)C3C=CC=CC=3)C=CC=2)OC2C(P(C3C=CC=CC=3)C3C=CC=CC=3)=CC=CC1=2.C(=O)([O-])[O-].[Cs+].[Cs+]. The catalyst class is: 110. (7) Reactant: [Cl:1][C:2]1[C:7]([CH2:8][CH2:9][CH2:10][OH:11])=[C:6]([N:12]([C:20]2[CH:25]=[CH:24][C:23]([O:26][CH2:27][CH3:28])=[CH:22][CH:21]=2)[C:13](=[O:19])[O:14][C:15]([CH3:18])([CH3:17])[CH3:16])[N:5]2[N:29]=[CH:30][CH:31]=[C:4]2[N:3]=1.CC(OI1(OC(C)=O)(OC(C)=O)OC(=O)C2C=CC=CC1=2)=O. Product: [Cl:1][C:2]1[C:7]([CH2:8][CH2:9][CH:10]=[O:11])=[C:6]([N:12]([C:20]2[CH:21]=[CH:22][C:23]([O:26][CH2:27][CH3:28])=[CH:24][CH:25]=2)[C:13](=[O:19])[O:14][C:15]([CH3:16])([CH3:18])[CH3:17])[N:5]2[N:29]=[CH:30][CH:31]=[C:4]2[N:3]=1. The catalyst class is: 2.